This data is from NCI-60 drug combinations with 297,098 pairs across 59 cell lines. The task is: Regression. Given two drug SMILES strings and cell line genomic features, predict the synergy score measuring deviation from expected non-interaction effect. (1) Drug 1: CN(C)N=NC1=C(NC=N1)C(=O)N. Drug 2: C1=CC=C(C(=C1)C(C2=CC=C(C=C2)Cl)C(Cl)Cl)Cl. Cell line: NCIH23. Synergy scores: CSS=9.24, Synergy_ZIP=-0.595, Synergy_Bliss=2.08, Synergy_Loewe=1.96, Synergy_HSA=1.96. (2) Drug 1: CNC(=O)C1=CC=CC=C1SC2=CC3=C(C=C2)C(=NN3)C=CC4=CC=CC=N4. Drug 2: CC1=C2C(C(=O)C3(C(CC4C(C3C(C(C2(C)C)(CC1OC(=O)C(C(C5=CC=CC=C5)NC(=O)C6=CC=CC=C6)O)O)OC(=O)C7=CC=CC=C7)(CO4)OC(=O)C)O)C)OC(=O)C. Cell line: COLO 205. Synergy scores: CSS=57.2, Synergy_ZIP=14.8, Synergy_Bliss=12.3, Synergy_Loewe=-35.9, Synergy_HSA=8.58. (3) Drug 1: C1=CC(=CC=C1CCC2=CNC3=C2C(=O)NC(=N3)N)C(=O)NC(CCC(=O)O)C(=O)O. Drug 2: C1CCC(CC1)NC(=O)N(CCCl)N=O. Cell line: HL-60(TB). Synergy scores: CSS=64.5, Synergy_ZIP=-0.0840, Synergy_Bliss=-4.93, Synergy_Loewe=-7.80, Synergy_HSA=-1.52. (4) Drug 1: C1=CC(=CC=C1CCCC(=O)O)N(CCCl)CCCl. Cell line: A498. Drug 2: CC1=C(C=C(C=C1)C(=O)NC2=CC(=CC(=C2)C(F)(F)F)N3C=C(N=C3)C)NC4=NC=CC(=N4)C5=CN=CC=C5. Synergy scores: CSS=17.4, Synergy_ZIP=-4.60, Synergy_Bliss=-2.12, Synergy_Loewe=-6.16, Synergy_HSA=-6.16. (5) Drug 1: C1CCN(CC1)CCOC2=CC=C(C=C2)C(=O)C3=C(SC4=C3C=CC(=C4)O)C5=CC=C(C=C5)O. Drug 2: C(CC(=O)O)C(=O)CN.Cl. Cell line: NCI-H460. Synergy scores: CSS=5.11, Synergy_ZIP=2.16, Synergy_Bliss=8.15, Synergy_Loewe=3.87, Synergy_HSA=3.87. (6) Drug 1: CCC1=CC2CC(C3=C(CN(C2)C1)C4=CC=CC=C4N3)(C5=C(C=C6C(=C5)C78CCN9C7C(C=CC9)(C(C(C8N6C)(C(=O)OC)O)OC(=O)C)CC)OC)C(=O)OC.C(C(C(=O)O)O)(C(=O)O)O. Drug 2: CC(C)NC(=O)C1=CC=C(C=C1)CNNC.Cl. Cell line: RPMI-8226. Synergy scores: CSS=22.0, Synergy_ZIP=0.811, Synergy_Bliss=-0.277, Synergy_Loewe=-62.7, Synergy_HSA=-8.49.